From a dataset of Full USPTO retrosynthesis dataset with 1.9M reactions from patents (1976-2016). Predict the reactants needed to synthesize the given product. (1) Given the product [Cl:46][CH2:47][CH:48]=[CH:13][C:11]1[NH:12][C:8]2[CH:7]=[C:6]([C:33]3[CH:38]=[CH:37][C:36]([O:39][CH2:40][CH3:41])=[C:35]([C:42]([F:44])([F:45])[F:43])[CH:34]=3)[N:5]=[C:4]([C:2]#[N:3])[C:9]=2[N:10]=1, predict the reactants needed to synthesize it. The reactants are: [Cl-].[C:2]([C:4]1[C:9]2[N:10]=[C:11]([CH2:13][P+](C3C=CC=CC=3)(C3C=CC=CC=3)C3C=CC=CC=3)[NH:12][C:8]=2[CH:7]=[C:6]([C:33]2[CH:38]=[CH:37][C:36]([O:39][CH2:40][CH3:41])=[C:35]([C:42]([F:45])([F:44])[F:43])[CH:34]=2)[N:5]=1)#[N:3].[Cl:46][CH2:47][CH:48]=O.N12CCCN=C1CCCCC2.C(O)C. (2) Given the product [Br:30][CH2:6][C:5]1[O:19][C:17](=[O:18])[O:11][C:4]=1[CH2:3][CH:2]([CH3:1])[CH3:12], predict the reactants needed to synthesize it. The reactants are: [CH3:1][CH:2]([CH3:12])[CH2:3][C:4](=[O:11])[CH2:5][C:6](OCC)=O.CC(C)(C)C(=O)C[C:17]([O:19]CC1C=CC=CC=1)=[O:18].[Br:30]CC1OC(=O)OC=1C(C)(C)C. (3) Given the product [Br:16][C:17]1[CH:22]=[CH:21][C:20]([NH:23][C:24]([NH:15][NH:14][C:12](=[O:13])[CH2:11][C@H:8]2[CH2:9][CH2:10][N:6]([C:4]([CH:1]3[CH2:3][CH2:2]3)=[O:5])[CH2:7]2)=[O:25])=[CH:19][CH:18]=1, predict the reactants needed to synthesize it. The reactants are: [CH:1]1([C:4]([N:6]2[CH2:10][CH2:9][C@H:8]([CH2:11][C:12]([NH:14][NH2:15])=[O:13])[CH2:7]2)=[O:5])[CH2:3][CH2:2]1.[Br:16][C:17]1[CH:22]=[CH:21][C:20]([N:23]=[C:24]=[O:25])=[CH:19][CH:18]=1.[N-]=C=O. (4) The reactants are: CCN(C(C)C)C(C)C.[CH3:10][O:11][C:12]([NH:14][CH2:15][CH2:16][O:17][CH:18]([C:28]1[CH:29]=[C:30]([CH3:34])[CH:31]=[CH:32][CH:33]=1)[C:19]1[CH:20]=[C:21]([CH:25]=[CH:26][CH:27]=1)[C:22]([O-])=[O:23])=[O:13].[Li+].C1C=CC2N(O)N=NC=2C=1.CCN=C=NCCCN(C)C.[NH2:57][CH2:58][C@@H:59]([N:67]([CH3:75])[C:68](=[O:74])[O:69][C:70]([CH3:73])([CH3:72])[CH3:71])[CH2:60][C@H:61]1[CH2:66][CH2:65][CH2:64][O:63][CH2:62]1. Given the product [C:70]([O:69][C:68](=[O:74])[N:67]([CH:59]([CH2:60][CH:61]1[CH2:66][CH2:65][CH2:64][O:63][CH2:62]1)[CH2:58][NH:57][C:22](=[O:23])[C:21]1[CH:25]=[CH:26][CH:27]=[C:19]([CH:18]([O:17][CH2:16][CH2:15][NH:14][C:12]([O:11][CH3:10])=[O:13])[C:28]2[CH:29]=[C:30]([CH3:34])[CH:31]=[CH:32][CH:33]=2)[CH:20]=1)[CH3:75])([CH3:72])([CH3:71])[CH3:73], predict the reactants needed to synthesize it. (5) Given the product [CH3:16][O:17][C:18]1[N:23]=[CH:22][C:21]([N:24]2[C:28]([C:29]3[CH:34]=[CH:33][CH:32]=[CH:31][N:30]=3)=[CH:27][C:26]([C:35]([N:37]3[CH2:41][CH2:40][CH2:39][N:38]3[CH:42]=[O:43])=[O:36])=[N:25]2)=[CH:20][CH:19]=1, predict the reactants needed to synthesize it. The reactants are: FC(F)(F)S(OS(C(F)(F)F)(=O)=O)(=O)=O.[CH3:16][O:17][C:18]1[N:23]=[CH:22][C:21]([N:24]2[C:28]([C:29]3[CH:34]=[CH:33][CH:32]=[CH:31][N:30]=3)=[CH:27][C:26]([C:35]([N:37]3[CH2:41][CH2:40][CH2:39][NH:38]3)=[O:36])=[N:25]2)=[CH:20][CH:19]=1.[C:42](=O)([O-])[OH:43].[Na+].C(OCC)(=O)C. (6) Given the product [F:26][C:27]1[CH:32]=[CH:31][CH:30]=[CH:29][C:28]=1[N:33]1[C:5]([C:7]2[C:12](=[O:13])[CH:11]=[CH:10][N:9]([C:14]3[CH:15]=[CH:16][C:17]([O:20][C:21]([F:22])([F:23])[F:24])=[CH:18][CH:19]=3)[N:8]=2)=[CH:4][CH:3]=[N:2]1, predict the reactants needed to synthesize it. The reactants are: C[N:2](C)/[CH:3]=[CH:4]/[C:5]([C:7]1[C:12](=[O:13])[CH:11]=[CH:10][N:9]([C:14]2[CH:19]=[CH:18][C:17]([O:20][C:21]([F:24])([F:23])[F:22])=[CH:16][CH:15]=2)[N:8]=1)=O.[F:26][C:27]1[CH:32]=[CH:31][CH:30]=[CH:29][C:28]=1[NH:33]N. (7) Given the product [O:39]=[S:26]1(=[O:25])[CH2:27][CH2:28][N:29]([C:32]2[N:37]=[CH:36][C:35]([NH:38][C:2]3[N:7]=[C:6]([C:8]4[S:12][C:11]([NH:13][CH2:14][CH3:15])=[N:10][C:9]=4[C:16]4[CH:21]=[C:20]([O:22][CH3:23])[CH:19]=[C:18]([CH3:24])[CH:17]=4)[CH:5]=[CH:4][N:3]=3)=[CH:34][CH:33]=2)[CH2:30][CH2:31]1, predict the reactants needed to synthesize it. The reactants are: Cl[C:2]1[N:7]=[C:6]([C:8]2[S:12][C:11]([NH:13][CH2:14][CH3:15])=[N:10][C:9]=2[C:16]2[CH:21]=[C:20]([O:22][CH3:23])[CH:19]=[C:18]([CH3:24])[CH:17]=2)[CH:5]=[CH:4][N:3]=1.[O:25]=[S:26]1(=[O:39])[CH2:31][CH2:30][N:29]([C:32]2[N:37]=[CH:36][C:35]([NH2:38])=[CH:34][CH:33]=2)[CH2:28][CH2:27]1.CC(O)C.Cl.